Dataset: Catalyst prediction with 721,799 reactions and 888 catalyst types from USPTO. Task: Predict which catalyst facilitates the given reaction. Reactant: C([O:8][C:9]1[CH:14]=[CH:13][C:12]([CH2:15][C@H:16]([O:20][CH2:21][CH3:22])[C:17]([OH:19])=[O:18])=[CH:11][CH:10]=1)C1C=CC=CC=1.[C:23](OCC)(=O)[CH3:24]. Product: [CH2:23]([O:19][C:17](=[O:18])[C@@H:16]([O:20][CH2:21][CH3:22])[CH2:15][C:12]1[CH:11]=[CH:10][C:9]([OH:8])=[CH:14][CH:13]=1)[CH3:24]. The catalyst class is: 45.